From a dataset of Full USPTO retrosynthesis dataset with 1.9M reactions from patents (1976-2016). Predict the reactants needed to synthesize the given product. (1) Given the product [CH3:2][C:3]([CH3:48])([CH3:47])[CH2:4][C:5]1[N:6]=[C:7]([CH2:29][C:30]([C:35]2[CH:40]=[CH:39][C:38]([C:41]3[N:45]([CH3:46])[N:44]=[CH:43][CH:42]=3)=[CH:37][CH:36]=2)([OH:34])[CH:31]([F:32])[F:33])[NH:8][CH:9]=1, predict the reactants needed to synthesize it. The reactants are: Cl.[CH3:2][C:3]([CH3:48])([CH3:47])[CH2:4][C:5]1[N:6]=[C:7]([CH2:29][C:30]([C:35]2[CH:40]=[CH:39][C:38]([C:41]3[N:45]([CH3:46])[N:44]=[CH:43][CH:42]=3)=[CH:37][CH:36]=2)([OH:34])[CH:31]([F:33])[F:32])[N:8](C(C2C=CC=CC=2)(C2C=CC=CC=2)C2C=CC=CC=2)[CH:9]=1. (2) Given the product [F:1][C:2]1[CH:7]=[CH:6][CH:5]=[CH:4][C:3]=1[C:8]1([OH:34])[O:12][C:11](=[O:13])[C:10]([C:14]2[C:19]([F:20])=[CH:18][C:17]([F:21])=[CH:16][C:15]=2[F:22])=[C:9]1[C:23]1[CH:24]=[N:25][CH:26]=[C:27]([O:29][CH3:30])[CH:28]=1, predict the reactants needed to synthesize it. The reactants are: [F:1][C:2]1[CH:7]=[CH:6][CH:5]=[CH:4][C:3]=1[CH:8]1[O:12][C:11](=[O:13])[C:10]([C:14]2[C:19]([F:20])=[CH:18][C:17]([F:21])=[CH:16][C:15]=2[F:22])=[C:9]1[C:23]1[CH:24]=[N:25][CH:26]=[C:27]([O:29][CH3:30])[CH:28]=1.C.C(OCC)(=[O:34])C. (3) Given the product [Ca:34].[CH2:1]([N:3]([C:21]1[CH:22]=[CH:23][CH:24]=[CH:25][CH:26]=1)[C:4]([C:6]1[C:7](=[O:20])[N:8]([CH3:19])[C:9]2[C:14]([C:15]=1[OH:16])=[C:13]([CH2:17][CH3:18])[CH:12]=[CH:11][CH:10]=2)=[O:5])[CH3:2], predict the reactants needed to synthesize it. The reactants are: [CH2:1]([N:3]([C:21]1[CH:26]=[CH:25][CH:24]=[CH:23][CH:22]=1)[C:4]([C:6]1[C:7](=[O:20])[N:8]([CH3:19])[C:9]2[C:14]([C:15]=1[OH:16])=[C:13]([CH2:17][CH3:18])[CH:12]=[CH:11][CH:10]=2)=[O:5])[CH3:2].[OH-].[Na+].O.C([O-])(=O)C.[Ca+2:34].C([O-])(=O)C. (4) Given the product [CH2:1]([O:3][C:4]([C:6]1[C:14]2[C:9](=[CH:10][CH:11]=[C:12]([O:15][C:38]3[CH:37]=[CH:36][CH:35]=[C:34]([Cl:33])[CH:39]=3)[CH:13]=2)[N:8]([C:16]2[CH:17]=[CH:18][C:19]([O:22][C:23]([F:26])([F:24])[F:25])=[CH:20][CH:21]=2)[C:7]=1[CH2:27][C:28]([O:30][CH2:31][CH3:32])=[O:29])=[O:5])[CH3:2], predict the reactants needed to synthesize it. The reactants are: [CH2:1]([O:3][C:4]([C:6]1[C:14]2[C:9](=[CH:10][CH:11]=[C:12]([OH:15])[CH:13]=2)[N:8]([C:16]2[CH:21]=[CH:20][C:19]([O:22][C:23]([F:26])([F:25])[F:24])=[CH:18][CH:17]=2)[C:7]=1[CH2:27][C:28]([O:30][CH2:31][CH3:32])=[O:29])=[O:5])[CH3:2].[Cl:33][C:34]1[CH:35]=[C:36](B(O)O)[CH:37]=[CH:38][CH:39]=1.